From a dataset of Full USPTO retrosynthesis dataset with 1.9M reactions from patents (1976-2016). Predict the reactants needed to synthesize the given product. (1) Given the product [NH2:1][C:2]1[CH:3]=[CH:4][C:5]([CH2:8][C:9]([NH:11][CH2:12][CH2:13][CH2:14][OH:15])=[O:10])=[CH:6][C:7]=1[Br:23], predict the reactants needed to synthesize it. The reactants are: [NH2:1][C:2]1[CH:7]=[CH:6][C:5]([CH2:8][C:9]([NH:11][CH2:12][CH2:13][CH2:14][OH:15])=[O:10])=[CH:4][CH:3]=1.C1C(=O)N([Br:23])C(=O)C1. (2) Given the product [N:19]1([CH2:18][CH2:17][O:12][C:4]2[CH:5]=[C:6]([N+:9]([O-:11])=[O:10])[CH:7]=[CH:8][C:3]=2[O:2][CH3:1])[CH2:24][CH2:23][O:22][CH2:21][CH2:20]1, predict the reactants needed to synthesize it. The reactants are: [CH3:1][O:2][C:3]1[CH:8]=[CH:7][C:6]([N+:9]([O-:11])=[O:10])=[CH:5][C:4]=1[OH:12].[H-].[Na+].Cl.Cl[CH2:17][CH2:18][N:19]1[CH2:24][CH2:23][O:22][CH2:21][CH2:20]1.O. (3) Given the product [CH3:1][C:2]1[CH:7]=[C:6]([NH:8][C:15]([NH:17][C:18]2[CH:19]=[C:4]([CH3:5])[N:3]=[C:2]([CH3:7])[CH:1]=2)=[O:16])[CH:5]=[C:4]([CH3:9])[N:3]=1, predict the reactants needed to synthesize it. The reactants are: [CH3:1][C:2]1[CH:7]=[C:6]([NH2:8])[CH:5]=[C:4]([CH3:9])[N:3]=1.C1N=CN([C:15]([N:17]2C=N[CH:19]=[CH:18]2)=[O:16])C=1. (4) Given the product [C:16]([NH:26][C@H:27]([C:31]([O:1][C@@H:2]([CH3:15])[C:3]([O:5][CH2:6][C:7]1[CH:8]=[CH:9][C:10]([O:13][CH3:14])=[CH:11][CH:12]=1)=[O:4])=[O:32])[CH:28]([CH3:30])[CH3:29])([O:18][CH2:19][C:20]1[CH:25]=[CH:24][CH:23]=[CH:22][CH:21]=1)=[O:17], predict the reactants needed to synthesize it. The reactants are: [OH:1][C@@H:2]([CH3:15])[C:3]([O:5][CH2:6][C:7]1[CH:12]=[CH:11][C:10]([O:13][CH3:14])=[CH:9][CH:8]=1)=[O:4].[C:16]([NH:26][C@H:27]([C:31](O)=[O:32])[CH:28]([CH3:30])[CH3:29])([O:18][CH2:19][C:20]1[CH:25]=[CH:24][CH:23]=[CH:22][CH:21]=1)=[O:17].C1CCC(N=C=NC2CCCCC2)CC1. (5) Given the product [ClH:1].[ClH:1].[ClH:1].[NH2:31][C@H:27]1[CH2:28][CH2:29][CH2:30][N:25]([C:24]2[S:23][N:22]=[CH:21][C:20]=2[NH:19][C:16]2[N:14]3[N:15]=[C:10]([C:4]4[C:3]([F:2])=[CH:8][CH:7]=[CH:6][C:5]=4[F:9])[CH:11]=[CH:12][C:13]3=[CH:18][N:17]=2)[CH2:26]1, predict the reactants needed to synthesize it. The reactants are: [ClH:1].[F:2][C:3]1[CH:8]=[CH:7][CH:6]=[C:5]([F:9])[C:4]=1[C:10]1[CH:11]=[CH:12][C:13]2[N:14]([C:16]([NH:19][C:20]3[CH:21]=[N:22][S:23][C:24]=3[N:25]3[CH2:30][CH2:29][CH2:28][C@H:27]([NH:31]C(=O)OC(C)(C)C)[CH2:26]3)=[N:17][CH:18]=2)[N:15]=1.